From a dataset of Catalyst prediction with 721,799 reactions and 888 catalyst types from USPTO. Predict which catalyst facilitates the given reaction. (1) The catalyst class is: 5. Reactant: [O:1]=[C:2]1[CH2:7][CH2:6][CH:5]([C:8]([O:10][CH3:11])=[O:9])[CH2:4][CH2:3]1.[BH4-].[Na+]. Product: [OH:1][CH:2]1[CH2:3][CH2:4][CH:5]([C:8]([O:10][CH3:11])=[O:9])[CH2:6][CH2:7]1. (2) Reactant: [N:1]1[C:8]([Cl:9])=[N:7][C:5](Cl)=[N:4][C:2]=1[Cl:3].C(=O)([O-])O.[K+].[CH2:15]([NH2:18])[CH2:16][CH3:17]. Product: [Cl:9][C:8]1[N:1]=[C:2]([Cl:3])[N:4]=[C:5]([NH:18][CH2:15][CH2:16][CH3:17])[N:7]=1. The catalyst class is: 95. (3) Reactant: Br[C:2]1[CH:3]=[C:4]([CH:7]=[C:8]([C:10]([F:13])([F:12])[F:11])[CH:9]=1)[C:5]#[N:6].[CH3:14][C:15]1([CH3:31])[C:19]([CH3:21])([CH3:20])[O:18][B:17]([B:17]2[O:18][C:19]([CH3:21])([CH3:20])[C:15]([CH3:31])([CH3:14])[O:16]2)[O:16]1.C([O-])(=O)C.[K+]. Product: [CH3:14][C:15]1([CH3:31])[C:19]([CH3:21])([CH3:20])[O:18][B:17]([C:2]2[CH:3]=[C:4]([CH:7]=[C:8]([C:10]([F:13])([F:12])[F:11])[CH:9]=2)[C:5]#[N:6])[O:16]1. The catalyst class is: 75. (4) Reactant: C(OC([N:11]1[CH2:16][CH2:15][CH:14]([N:17]([C:19]([O:21][C:22]([CH3:25])([CH3:24])[CH3:23])=[O:20])[CH3:18])[CH:13]([O:26][Si:27]([C:30]([CH3:33])([CH3:32])[CH3:31])([CH3:29])[CH3:28])[CH2:12]1)=O)C1C=CC=CC=1. Product: [C:22]([O:21][C:19](=[O:20])[N:17]([CH:14]1[CH2:15][CH2:16][NH:11][CH2:12][CH:13]1[O:26][Si:27]([C:30]([CH3:33])([CH3:32])[CH3:31])([CH3:28])[CH3:29])[CH3:18])([CH3:23])([CH3:25])[CH3:24]. The catalyst class is: 105. (5) Reactant: [NH2:1][C:2]1[CH:3]=[CH:4][C:5]2[C:6]3[N:14]=[C:13]([Br:15])[CH:12]=[C:11]([C:16]([O:18][CH3:19])=[O:17])[C:7]=3[NH:8][C:9]=2[CH:10]=1.Cl.Cl[CH2:22][CH2:23][N:24]([CH2:26][CH2:27]Cl)[CH3:25].C(=O)([O-])[O-].[Na+].[Na+]. Product: [Br:15][C:13]1[CH:12]=[C:11]([C:16]([O:18][CH3:19])=[O:17])[C:7]2[NH:8][C:9]3[CH:10]=[C:2]([N:1]4[CH2:27][CH2:26][N:24]([CH3:25])[CH2:23][CH2:22]4)[CH:3]=[CH:4][C:5]=3[C:6]=2[N:14]=1. The catalyst class is: 218. (6) Reactant: CCN(CC)CC.[F:8][C:9]1[CH:14]=[C:13]([C:15]([OH:17])=O)[CH:12]=[CH:11][N:10]=1.CCN=C=NCCCN(C)C.C1C=CC2N(O)N=NC=2C=1.[CH3:39][NH:40][O:41][CH3:42].Cl. Product: [F:8][C:9]1[CH:14]=[C:13]([C:15]([N:40]([CH3:39])[O:41][CH3:42])=[O:17])[CH:12]=[CH:11][N:10]=1. The catalyst class is: 2. (7) Reactant: [C:1]([CH2:4][CH2:5][C@H:6]1[C:11](=[O:12])[NH:10][C:9]2[CH:13]=[C:14]([CH2:17][C@H:18]([NH:24][C:25]([O:27][CH2:28][C:29]([CH3:32])([CH3:31])[CH3:30])=[O:26])[C:19]([O:21][CH2:22][CH3:23])=[O:20])[CH:15]=[CH:16][C:8]=2[O:7]1)(O)=[O:2].[NH2:33][C:34]1[NH:35][CH:36]=[CH:37][N:38]=1.CN(C(ON1N=NC2C=CC=CC1=2)=[N+](C)C)C.[B-](F)(F)(F)F.C1C=CC2N(O)N=NC=2C=1.C(=O)([O-])[O-].[K+].[K+]. Product: [CH3:32][C:29]([CH3:30])([CH3:31])[CH2:28][O:27][C:25]([NH:24][C@@H:18]([CH2:17][C:14]1[CH:15]=[CH:16][C:8]2[O:7][C@@H:6]([CH2:5][CH2:4][C:1](=[O:2])[NH:33][C:34]3[NH:35][CH:36]=[CH:37][N:38]=3)[C:11](=[O:12])[NH:10][C:9]=2[CH:13]=1)[C:19]([O:21][CH2:22][CH3:23])=[O:20])=[O:26]. The catalyst class is: 3. (8) Reactant: [Br:1][C:2]1[CH:3]=[C:4]([OH:8])[CH:5]=[N:6][CH:7]=1.[O:9]1[CH2:11][CH:10]1[CH2:12]O.C1(P(C2C=CC=CC=2)C2C=CC=CC=2)C=CC=CC=1.N(C(OC(C)(C)C)=O)=NC(OC(C)(C)C)=O. Product: [Br:1][C:2]1[CH:7]=[N:6][CH:5]=[C:4]([O:8][CH2:12][CH:10]2[CH2:11][O:9]2)[CH:3]=1. The catalyst class is: 1. (9) Reactant: [Cl:1][C:2]1[NH:7][C:6](=[O:8])[CH:5]=[C:4]([Cl:9])[N:3]=1.C([O-])([O-])=O.[K+].[K+].Br[CH2:17][CH2:18][CH2:19][O:20][CH3:21]. Product: [Cl:1][C:2]1[N:7]([CH2:17][CH2:18][CH2:19][O:20][CH3:21])[C:6](=[O:8])[CH:5]=[C:4]([Cl:9])[N:3]=1. The catalyst class is: 3. (10) Reactant: [H-].[Na+].[Br:3][C:4]1[CH:5]=[C:6]([CH2:11][C:12]#[N:13])[CH:7]=[C:8]([Br:10])[CH:9]=1.Br[CH2:15][CH2:16]Br.O. Product: [Br:3][C:4]1[CH:5]=[C:6]([C:11]2([C:12]#[N:13])[CH2:16][CH2:15]2)[CH:7]=[C:8]([Br:10])[CH:9]=1. The catalyst class is: 16.